This data is from Forward reaction prediction with 1.9M reactions from USPTO patents (1976-2016). The task is: Predict the product of the given reaction. Given the reactants [C:1]([O:5][C:6](=[O:20])[NH:7][CH2:8][CH2:9][CH2:10][NH:11][CH:12]([C:14]1[CH:19]=[CH:18][CH:17]=[CH:16][N:15]=1)[CH3:13])([CH3:4])([CH3:3])[CH3:2].[CH3:21][C:22]1[C:23]([CH:28]=O)=[N:24][CH:25]=[CH:26][CH:27]=1.[BH-](OC(C)=O)(OC(C)=O)OC(C)=O.[Na+], predict the reaction product. The product is: [C:1]([O:5][C:6](=[O:20])[NH:7][CH2:8][CH2:9][CH2:10][N:11]([CH2:28][C:23]1[C:22]([CH3:21])=[CH:27][CH:26]=[CH:25][N:24]=1)[CH:12]([C:14]1[CH:19]=[CH:18][CH:17]=[CH:16][N:15]=1)[CH3:13])([CH3:2])([CH3:3])[CH3:4].